Dataset: Forward reaction prediction with 1.9M reactions from USPTO patents (1976-2016). Task: Predict the product of the given reaction. Given the reactants C1(O[C:8](=[O:30])[NH:9][C:10]2[S:14][N:13]=[C:12]([O:15][CH2:16][C:17]3[C:22]([F:23])=[CH:21][C:20]([CH3:24])=[C:19]([F:25])[C:18]=3[F:26])[C:11]=2[C:27](=[O:29])[NH2:28])C=CC=CC=1.[CH2:31]([N:33]([CH2:39][CH3:40])[CH2:34][CH2:35][CH2:36][CH2:37][NH2:38])[CH3:32], predict the reaction product. The product is: [CH2:31]([N:33]([CH2:39][CH3:40])[CH2:34][CH2:35][CH2:36][CH2:37][NH:38][C:8](=[O:30])[NH:9][C:10]1[S:14][N:13]=[C:12]([O:15][CH2:16][C:17]2[C:22]([F:23])=[CH:21][C:20]([CH3:24])=[C:19]([F:25])[C:18]=2[F:26])[C:11]=1[C:27]([NH2:28])=[O:29])[CH3:32].